The task is: Predict the product of the given reaction.. This data is from Forward reaction prediction with 1.9M reactions from USPTO patents (1976-2016). Given the reactants [NH:1]1[CH:5]=[C:4]([B:6]2[O:14][C:11]([CH3:13])([CH3:12])[C:8]([CH3:10])([CH3:9])[O:7]2)[CH:3]=[N:2]1.C(=O)([O-])[O-].[Cs+].[Cs+].CS(O[CH2:26][C:27]([F:30])([F:29])[F:28])(=O)=O, predict the reaction product. The product is: [CH3:12][C:11]1([CH3:13])[C:8]([CH3:9])([CH3:10])[O:7][B:6]([C:4]2[CH:3]=[N:2][N:1]([CH2:26][C:27]([F:30])([F:29])[F:28])[CH:5]=2)[O:14]1.